From a dataset of Reaction yield outcomes from USPTO patents with 853,638 reactions. Predict the reaction yield, written as a fraction of the theoretical maximum amount of product (1.0 means a 100% yield; for example, 0.34 means a 34% yield). (1) The reactants are [Cl:1][C:2]1[CH:7]=[CH:6][C:5]([OH:8])=[C:4]([I:9])[CH:3]=1.C(=O)([O-])[O-].[K+].[K+].[CH2:16](Br)[CH:17]=[CH:18][CH3:19]. The catalyst is CN(C=O)C. The product is [Cl:1][C:2]1[CH:7]=[CH:6][C:5]([O:8][CH2:16][CH:17]=[CH:18][CH3:19])=[C:4]([I:9])[CH:3]=1. The yield is 0.940. (2) The reactants are CCOC(/N=N/C(OCC)=O)=O.[CH:13]12[CH2:19][CH:16]([CH:17]=[CH:18]1)[CH2:15][CH:14]2[CH2:20][OH:21].[I:22][C:23]1[CH:28]=[CH:27][C:26](O)=[CH:25][CH:24]=1.C1(P(C2C=CC=CC=2)C2C=CC=CC=2)C=CC=CC=1. The catalyst is O1CCCC1. The product is [I:22][C:23]1[CH:28]=[CH:27][C:26]([O:21][CH2:20][CH:14]2[CH2:15][CH:16]3[CH2:19][CH:13]2[CH:18]=[CH:17]3)=[CH:25][CH:24]=1. The yield is 0.970. (3) The reactants are [CH3:1][O:2][C:3](=[O:39])[NH:4][CH:5]([C:9]([N:11]1[CH:18]([C:19]2[NH:20][C:21]([C:24]3[CH:29]=[CH:28][C:27](B4OC(C)(C)C(C)(C)O4)=[CH:26][CH:25]=3)=[CH:22][N:23]=2)[CH2:17][C:13]2([CH2:16][CH2:15][CH2:14]2)[O:12]1)=[O:10])[CH:6]([CH3:8])[CH3:7].[CH3:40][O:41][C:42](=[O:67])[NH:43][CH:44]([C:48]([N:50]1[CH2:54][CH2:53][CH2:52][CH:51]1[C:55]1[NH:56][C:57]([C:60]2[CH:65]=[CH:64][C:63](Br)=[CH:62][CH:61]=2)=[CH:58][N:59]=1)=[O:49])[CH:45]([CH3:47])[CH3:46].C(=O)([O-])[O-].[K+].[K+]. The catalyst is COCCOC.C1C=CC([P]([Pd]([P](C2C=CC=CC=2)(C2C=CC=CC=2)C2C=CC=CC=2)([P](C2C=CC=CC=2)(C2C=CC=CC=2)C2C=CC=CC=2)[P](C2C=CC=CC=2)(C2C=CC=CC=2)C2C=CC=CC=2)(C2C=CC=CC=2)C2C=CC=CC=2)=CC=1. The product is [CH3:1][O:2][C:3](=[O:39])[NH:4][CH:5]([C:9]([N:11]1[CH:18]([C:19]2[NH:20][C:21]([C:24]3[CH:29]=[CH:28][C:27]([C:63]4[CH:64]=[CH:65][C:60]([C:57]5[NH:56][C:55]([CH:51]6[CH2:52][CH2:53][CH2:54][N:50]6[C:48](=[O:49])[CH:44]([NH:43][C:42]([O:41][CH3:40])=[O:67])[CH:45]([CH3:47])[CH3:46])=[N:59][CH:58]=5)=[CH:61][CH:62]=4)=[CH:26][CH:25]=3)=[CH:22][N:23]=2)[CH2:17][C:13]2([CH2:14][CH2:15][CH2:16]2)[O:12]1)=[O:10])[CH:6]([CH3:7])[CH3:8]. The yield is 0.300. (4) The reactants are [C:1]([NH:4][CH2:5][CH2:6][CH:7]1[C:15]2[C:10](=[CH:11][CH:12]=[C:13]([NH:17][C:18](=[O:28])[CH2:19][O:20][CH2:21][C:22]3[CH:27]=[CH:26][CH:25]=[CH:24][CH:23]=3)[C:14]=2O)[CH2:9][CH2:8]1)(=[O:3])[CH3:2].C1(C)C=CC(S([O-])(=O)=O)=CC=1.[NH+]1C=CC=CC=1. The catalyst is C1(C)C(C)=CC=CC=1. The product is [CH2:21]([O:20][CH2:19][C:18]1[O:28][C:14]2[C:15]3[CH:7]([CH2:6][CH2:5][NH:4][C:1](=[O:3])[CH3:2])[CH2:8][CH2:9][C:10]=3[CH:11]=[CH:12][C:13]=2[N:17]=1)[C:22]1[CH:27]=[CH:26][CH:25]=[CH:24][CH:23]=1. The yield is 0.230.